From a dataset of Reaction yield outcomes from USPTO patents with 853,638 reactions. Predict the reaction yield, written as a fraction of the theoretical maximum amount of product (1.0 means a 100% yield; for example, 0.34 means a 34% yield). (1) The reactants are [OH-].[Na+].C[O:4][C:5](=[O:45])[CH2:6][C:7]1[CH:12]=[CH:11][C:10]([C:13]2[CH:18]=[CH:17][C:16]([C:19]([CH2:41][CH3:42])([C:22]3[CH:27]=[CH:26][C:25]([C:28]#[C:29][C:30]([OH:39])([C:35]([F:38])([F:37])[F:36])[C:31]([F:34])([F:33])[F:32])=[C:24]([CH3:40])[CH:23]=3)[CH2:20][CH3:21])=[CH:15][C:14]=2[CH3:43])=[CH:9][C:8]=1[F:44].[Cl-].[NH4+]. The catalyst is CO. The product is [CH2:20]([C:19]([C:16]1[CH:17]=[CH:18][C:13]([C:10]2[CH:11]=[CH:12][C:7]([CH2:6][C:5]([OH:45])=[O:4])=[C:8]([F:44])[CH:9]=2)=[C:14]([CH3:43])[CH:15]=1)([C:22]1[CH:27]=[CH:26][C:25]([C:28]#[C:29][C:30]([OH:39])([C:35]([F:36])([F:37])[F:38])[C:31]([F:33])([F:34])[F:32])=[C:24]([CH3:40])[CH:23]=1)[CH2:41][CH3:42])[CH3:21]. The yield is 0.520. (2) The reactants are [Cl:1][C:2]1[CH:3]=[CH:4][C:5]([C:31]([F:34])([F:33])[F:32])=[C:6]([CH:30]=1)[CH2:7][N:8]1[CH2:13][CH2:12][NH:11][C:10]2[N:14]=[CH:15][C:16]([C:18]3[CH:23]=[CH:22][N:21]=[C:20]([N:24]4[CH2:29][CH2:28][NH:27][CH2:26][CH2:25]4)[CH:19]=3)=[CH:17][C:9]1=2.[C:35](Cl)(=[O:37])[CH3:36].C(N(CC)CC)C. The catalyst is CN(C=O)C. The product is [Cl:1][C:2]1[CH:3]=[CH:4][C:5]([C:31]([F:32])([F:34])[F:33])=[C:6]([CH:30]=1)[CH2:7][N:8]1[CH2:13][CH2:12][NH:11][C:10]2[N:14]=[CH:15][C:16]([C:18]3[CH:23]=[CH:22][N:21]=[C:20]([N:24]4[CH2:25][CH2:26][N:27]([C:35](=[O:37])[CH3:36])[CH2:28][CH2:29]4)[CH:19]=3)=[CH:17][C:9]1=2. The yield is 0.560. (3) The reactants are I[C:2]1[S:3][CH:4]=[CH:5][CH:6]=1.C(NC(C)C)(C)C.[CH3:14][Si:15]([C:18]#[CH:19])([CH3:17])[CH3:16].O. The catalyst is C1COCC1.Cl[Pd](Cl)([P](C1C=CC=CC=1)(C1C=CC=CC=1)C1C=CC=CC=1)[P](C1C=CC=CC=1)(C1C=CC=CC=1)C1C=CC=CC=1.[Cu]I. The product is [CH3:14][Si:15]([CH3:17])([CH3:16])[C:18]#[C:19][C:2]1[S:3][CH:4]=[CH:5][CH:6]=1. The yield is 0.700. (4) The reactants are Br[C:2]1[CH:23]=[CH:22][C:5]([C:6]([NH:8][S:9]([C:12]2[CH:17]=[CH:16][CH:15]=[CH:14][C:13]=2[S:18](=[O:21])(=[O:20])[NH2:19])(=[O:11])=[O:10])=[O:7])=[CH:4][C:3]=1[O:24][CH3:25].[C:26]([C:28]1[CH:33]=[CH:32][C:31]([F:34])=[CH:30][CH:29]=1)#[CH:27]. No catalyst specified. The product is [F:34][C:31]1[CH:32]=[CH:33][C:28]([C:26]#[C:27][C:2]2[CH:23]=[CH:22][C:5]([C:6]([NH:8][S:9]([C:12]3[CH:17]=[CH:16][CH:15]=[CH:14][C:13]=3[S:18](=[O:21])(=[O:20])[NH2:19])(=[O:11])=[O:10])=[O:7])=[CH:4][C:3]=2[O:24][CH3:25])=[CH:29][CH:30]=1. The yield is 0.480. (5) The reactants are [C:1]1(C2C=CC=CC=2)[CH:6]=[CH:5][C:4]([CH2:7][N:8]([CH2:16][CH2:17][CH2:18][N:19]([CH2:29][C:30]2[CH:35]=[CH:34][C:33](C3C=CC=CC=3)=[CH:32][CH:31]=2)[C:20]([O:22][CH2:23][C:24]2[S:28][CH:27]=[N:26][CH:25]=2)=[O:21])C(=O)OC(C)(C)C)=[CH:3][CH:2]=1.[CH3:48][C:49]1[S:53][C:52]([CH:54]=O)=[CH:51][CH:50]=1.CC(O)=O. No catalyst specified. The product is [CH2:29]([N:19]([CH2:18][CH2:17][CH2:16][N:8]([CH2:7][C:4]1[CH:3]=[CH:2][CH:1]=[CH:6][CH:5]=1)[CH2:54][C:52]1[S:53][C:49]([CH3:48])=[CH:50][CH:51]=1)[C:20](=[O:21])[O:22][CH2:23][C:24]1[S:28][CH:27]=[N:26][CH:25]=1)[C:30]1[CH:35]=[CH:34][CH:33]=[CH:32][CH:31]=1. The yield is 0.160. (6) The yield is 0.380. The product is [CH3:29][O:28][C:20]1[CH:21]=[C:22]([CH2:25][CH2:26][CH3:27])[CH:23]=[CH:24][C:19]=1[O:18][C:2]1[CH:3]=[CH:4][C:5]([N+:8]([O-:10])=[O:9])=[N:6][CH:7]=1. The reactants are Br[C:2]1[CH:3]=[CH:4][C:5]([N+:8]([O-:10])=[O:9])=[N:6][CH:7]=1.BrC1C=CC([O:18][C:19]2[CH:24]=[CH:23][C:22]([CH2:25][CH2:26][CH3:27])=[CH:21][C:20]=2[O:28][CH3:29])=NC=1. No catalyst specified. (7) The catalyst is CN(C=O)C. The yield is 0.620. The product is [Cl:10][C:11]1[CH:12]=[C:13]2[C:18](=[CH:19][CH:20]=1)[NH:17][C:16](=[O:21])[C:15]([CH2:22][CH2:23][CH3:24])=[C:14]2[S:7][CH:1]1[CH2:6][CH2:5][CH2:4][CH2:3][CH2:2]1. The reactants are [CH:1]1([SH:7])[CH2:6][CH2:5][CH2:4][CH2:3][CH2:2]1.[H-].[Na+].[Cl:10][C:11]1[CH:12]=[C:13]2[C:18](=[CH:19][CH:20]=1)[NH:17][C:16](=[O:21])[C:15]([CH2:22][CH2:23][CH3:24])=[C:14]2Br. (8) The reactants are C([N:4]1[C:12]2[C:7](=[CH:8][CH:9]=[C:10]([NH:13][C:14]([C:16]3[C:25](=[O:26])[C:24]4[C:19](=[CH:20][CH:21]=[CH:22][CH:23]=4)[NH:18][CH:17]=3)=[O:15])[CH:11]=2)[CH2:6][CH2:5]1)(=O)C.[OH-].[Na+]. The catalyst is C(O)C. The product is [NH:4]1[C:12]2[C:7](=[CH:8][CH:9]=[C:10]([NH:13][C:14]([C:16]3[C:25](=[O:26])[C:24]4[C:19](=[CH:20][CH:21]=[CH:22][CH:23]=4)[NH:18][CH:17]=3)=[O:15])[CH:11]=2)[CH2:6][CH2:5]1. The yield is 0.200. (9) The reactants are [OH:1][C:2]1[CH:3]=[C:4]([C:8]2[C:12]([CH3:13])=[C:11]([C:14]3[CH:19]=[CH:18][C:17]([OH:20])=[CH:16][CH:15]=3)[S:10][C:9]=2[CH:21]=[N:22]O)[CH:5]=[CH:6][CH:7]=1.Cl.[NH+]1C=CC=CC=1.C(OCC)(=O)C. The catalyst is C(OCC)(=O)C.CCCCCC. The product is [OH:1][C:2]1[CH:3]=[C:4]([C:8]2[C:12]([CH3:13])=[C:11]([C:14]3[CH:19]=[CH:18][C:17]([OH:20])=[CH:16][CH:15]=3)[S:10][C:9]=2[C:21]#[N:22])[CH:5]=[CH:6][CH:7]=1. The yield is 0.520. (10) The reactants are Br[C:2]1[CH:3]=[C:4]2[C:9](=[CH:10][CH:11]=1)[N:8]=[C:7]([CH2:12][CH:13]([CH3:15])[CH3:14])[C:6]([CH2:16][NH2:17])=[C:5]2[C:18]1[CH:23]=[CH:22][CH:21]=[CH:20][CH:19]=1.[CH3:24][N:25]1CCCC1=O. The catalyst is [C-]#N.[Zn+2].[C-]#N.C1C=CC([P]([Pd]([P](C2C=CC=CC=2)(C2C=CC=CC=2)C2C=CC=CC=2)([P](C2C=CC=CC=2)(C2C=CC=CC=2)C2C=CC=CC=2)[P](C2C=CC=CC=2)(C2C=CC=CC=2)C2C=CC=CC=2)(C2C=CC=CC=2)C2C=CC=CC=2)=CC=1. The product is [NH2:17][CH2:16][C:6]1[C:7]([CH2:12][CH:13]([CH3:15])[CH3:14])=[N:8][C:9]2[C:4]([C:5]=1[C:18]1[CH:23]=[CH:22][CH:21]=[CH:20][CH:19]=1)=[CH:3][C:2]([C:24]#[N:25])=[CH:11][CH:10]=2. The yield is 0.190.